Dataset: Catalyst prediction with 721,799 reactions and 888 catalyst types from USPTO. Task: Predict which catalyst facilitates the given reaction. (1) Reactant: [F:1][C:2]([F:23])([F:22])[C:3]1[CH:8]=[CH:7][C:6]([C:9]2[N:14]=[C:13]([CH:15]([OH:21])[CH2:16][CH2:17][CH2:18][CH2:19][CH3:20])[CH:12]=[CH:11][CH:10]=2)=[CH:5][CH:4]=1.O[C:25]1[CH:37]=[CH:36][C:28]([O:29][CH2:30][C:31]([O:33][CH2:34][CH3:35])=[O:32])=[C:27]([CH3:38])[CH:26]=1.P(CCCC)(CCCC)CCCC. Product: [CH3:38][C:27]1[CH:26]=[C:25]([O:21][CH:15]([C:13]2[CH:12]=[CH:11][CH:10]=[C:9]([C:6]3[CH:5]=[CH:4][C:3]([C:2]([F:22])([F:1])[F:23])=[CH:8][CH:7]=3)[N:14]=2)[CH2:16][CH2:17][CH2:18][CH2:19][CH3:20])[CH:37]=[CH:36][C:28]=1[O:29][CH2:30][C:31]([O:33][CH2:34][CH3:35])=[O:32]. The catalyst class is: 1. (2) Reactant: [O:1]=[C:2]1[CH2:7][O:6][C:5]2[CH:8]=[N:9][C:10]([CH:12]=O)=[CH:11][C:4]=2[NH:3]1.[NH2:14][C:15]12[CH2:22][CH2:21][C:18]([CH:23]([OH:38])[CH2:24][C:25]3[C:34]4[C:29](=[CH:30][CH:31]=[C:32]([O:35][CH3:36])[N:33]=4)[N:28]=[CH:27][C:26]=3[F:37])([CH2:19][CH2:20]1)[O:17][CH2:16]2.C(O)(=O)C.C(O[BH-](OC(=O)C)OC(=O)C)(=O)C.[Na+]. Product: [F:37][C:26]1[CH:27]=[N:28][C:29]2[C:34]([C:25]=1[CH2:24][CH:23]([C:18]13[CH2:21][CH2:22][C:15]([NH:14][CH2:12][C:10]4[N:9]=[CH:8][C:5]5[O:6][CH2:7][C:2](=[O:1])[NH:3][C:4]=5[CH:11]=4)([CH2:20][CH2:19]1)[CH2:16][O:17]3)[OH:38])=[N:33][C:32]([O:35][CH3:36])=[CH:31][CH:30]=2. The catalyst class is: 9. (3) Reactant: Br[CH2:2][CH:3]([C:5]1[CH:10]=[CH:9][C:8]([CH3:11])=[CH:7][CH:6]=1)O.[S-:12][C:13]#[N:14].[Na+].[CH3:16][O:17][C:18](=[O:29])[C@H:19]([CH2:21][C:22]1[CH:27]=[CH:26][C:25]([OH:28])=[CH:24][CH:23]=1)[NH2:20]. The catalyst class is: 8. Product: [CH3:11][C:8]1[CH:9]=[CH:10][C:5]([C:3]2[N:14]=[C:13]([NH:20][C@@H:19]([CH2:21][C:22]3[CH:23]=[CH:24][C:25]([OH:28])=[CH:26][CH:27]=3)[C:18]([O:17][CH3:16])=[O:29])[S:12][CH:2]=2)=[CH:6][CH:7]=1. (4) Reactant: [Cl:1][C:2]1[N:7]=[CH:6][C:5]([CH2:8][N:9]2[C:13]3=[C:14]([N+:19]([O-:21])=[O:20])[CH2:15][CH2:16][CH:17]([OH:18])[N:12]3[CH2:11][CH2:10]2)=[CH:4][CH:3]=1.[CH3:22]O. Product: [Cl:1][C:2]1[N:7]=[CH:6][C:5]([CH2:8][N:9]2[C:13]3=[C:14]([N+:19]([O-:21])=[O:20])[CH2:15][CH2:16][CH:17]([O:18][CH3:22])[N:12]3[CH2:11][CH2:10]2)=[CH:4][CH:3]=1. The catalyst class is: 15. (5) Reactant: [OH:1][C:2]1[CH:3]=[C:4]([CH2:8][CH2:9][C:10](OCC)=[O:11])[CH:5]=[CH:6][CH:7]=1.CC(C[AlH]CC(C)C)C.[C@H](O)(C([O-])=O)[C@@H](O)C([O-])=O.[Na+].[K+]. Product: [OH:11][CH2:10][CH2:9][CH2:8][C:4]1[CH:3]=[C:2]([OH:1])[CH:7]=[CH:6][CH:5]=1. The catalyst class is: 2. (6) Reactant: O.Cl.[NH2:3][C:4]1[CH:9]=[CH:8][C:7]([Cl:10])=[CH:6][C:5]=1[C:11](=[O:16])[C:12]([F:15])([F:14])[F:13].C1(C)C=CC=CC=1.C([O-])(O)=O.[Na+]. Product: [NH2:3][C:4]1[CH:9]=[CH:8][C:7]([Cl:10])=[CH:6][C:5]=1[C:11](=[O:16])[C:12]([F:15])([F:13])[F:14]. The catalyst class is: 6. (7) Reactant: Cl[C:2]1[N:7]=[C:6]([Cl:8])[N:5]=[C:4]([Cl:9])[N:3]=1.C([O-])([O-])=O.[K+].[K+].[CH3:16][C:17]1[CH:23]=[C:22]([CH3:24])[CH:21]=[C:20]([CH3:25])[C:18]=1[NH2:19]. Product: [Cl:9][C:4]1[N:5]=[C:6]([Cl:8])[N:7]=[C:2]([NH:19][C:18]2[C:20]([CH3:25])=[CH:21][C:22]([CH3:24])=[CH:23][C:17]=2[CH3:16])[N:3]=1. The catalyst class is: 12.